This data is from Full USPTO retrosynthesis dataset with 1.9M reactions from patents (1976-2016). The task is: Predict the reactants needed to synthesize the given product. (1) Given the product [CH3:21][C:22]([Si:25]([CH3:40])([CH3:39])[O:26][CH2:27][C@H:28]([NH:31][C:32]([O:33][C:34]([CH3:37])([CH3:36])[CH3:35])=[O:38])[CH2:29][N:4]1[CH2:5][CH2:6][N:1]([C:7]([O:9][CH2:10][C:11]2[CH:16]=[CH:15][CH:14]=[CH:13][CH:12]=2)=[O:8])[CH2:2][CH2:3]1)([CH3:23])[CH3:24], predict the reactants needed to synthesize it. The reactants are: [N:1]1([C:7]([O:9][CH2:10][C:11]2[CH:16]=[CH:15][CH:14]=[CH:13][CH:12]=2)=[O:8])[CH2:6][CH2:5][NH:4][CH2:3][CH2:2]1.C(O)(=O)C.[CH3:21][C:22]([Si:25]([CH3:40])([CH3:39])[O:26][CH2:27][C@H:28]([NH:31][C:32](=[O:38])[O:33][C:34]([CH3:37])([CH3:36])[CH3:35])[CH:29]=O)([CH3:24])[CH3:23].[BH3-]C#N.[Na+]. (2) Given the product [Cl:1][C:2]1[N:6]([C:7]2[CH:8]=[CH:9][CH:10]=[CH:11][CH:12]=2)[N:5]=[C:4]([CH3:13])[C:3]=1[CH2:14][C:15]1[C:23]2[C:18](=[N:19][CH:20]=[CH:21][CH:22]=2)[NH:17][CH:16]=1, predict the reactants needed to synthesize it. The reactants are: [Cl:1][C:2]1[N:6]([C:7]2[CH:12]=[CH:11][CH:10]=[CH:9][CH:8]=2)[N:5]=[C:4]([CH3:13])[C:3]=1[CH:14](OC)[C:15]1[C:23]2[C:18](=[N:19][CH:20]=[CH:21][CH:22]=2)[NH:17][CH:16]=1.C(#N)C.FC(F)(F)C(O)=O.C([SiH](CC)CC)C.